This data is from Full USPTO retrosynthesis dataset with 1.9M reactions from patents (1976-2016). The task is: Predict the reactants needed to synthesize the given product. (1) Given the product [CH2:31]([C@H:10]1[CH2:9][NH:8][CH2:12][C@@H:11]1[CH2:13][N:14]([C:24]1[CH:29]=[CH:28][C:27]([Cl:30])=[CH:26][CH:25]=1)[CH2:15][CH2:16][C:17]1[CH:18]=[CH:19][CH:20]=[CH:21][CH:22]=1)[C:32]1[CH:33]=[CH:34][CH:35]=[CH:36][CH:37]=1, predict the reactants needed to synthesize it. The reactants are: C(OC([N:8]1[CH2:12][C@H:11]([CH2:13][N:14]([C:24]2[CH:29]=[CH:28][C:27]([Cl:30])=[CH:26][CH:25]=2)[C:15](=O)[CH2:16][C:17]2[CH:22]=[CH:21][CH:20]=[CH:19][CH:18]=2)[C@@H:10]([CH2:31][C:32]2[CH:37]=[CH:36][CH:35]=[CH:34][CH:33]=2)[CH2:9]1)=O)(C)(C)C. (2) Given the product [NH:18]1[C:26]2[C:21](=[CH:22][CH:23]=[C:24]([C:27]([NH:1][C:2]3[CH:17]=[CH:16][C:5]4[N:6]([C:9]5[CH:10]=[CH:11][C:12]([NH:15][C:27]([C:24]6[CH:25]=[C:26]7[C:21]([CH:20]=[CH:19][NH:18]7)=[CH:22][CH:23]=6)=[O:29])=[CH:13][CH:14]=5)[CH:7]=[N:8][C:4]=4[CH:3]=3)=[O:29])[CH:25]=2)[CH:20]=[CH:19]1, predict the reactants needed to synthesize it. The reactants are: [NH2:1][C:2]1[CH:17]=[CH:16][C:5]2[N:6]([C:9]3[CH:14]=[CH:13][C:12]([NH2:15])=[CH:11][CH:10]=3)[CH:7]=[N:8][C:4]=2[CH:3]=1.[NH:18]1[C:26]2[C:21](=[CH:22][CH:23]=[C:24]([C:27]([OH:29])=O)[CH:25]=2)[CH:20]=[CH:19]1. (3) Given the product [C:1]1([CH2:7][CH:8]([NH:10][C:18](=[O:19])[CH2:17][C:11]2[CH:16]=[CH:15][CH:14]=[CH:13][CH:12]=2)[NH:10][C:8](=[O:9])[CH2:7][C:1]2[CH:6]=[CH:5][CH:4]=[CH:3][CH:2]=2)[CH:6]=[CH:5][CH:4]=[CH:3][CH:2]=1, predict the reactants needed to synthesize it. The reactants are: [C:1]1([CH2:7][C:8]([NH2:10])=[O:9])[CH:6]=[CH:5][CH:4]=[CH:3][CH:2]=1.[C:11]1([CH2:17][CH:18]=[O:19])[CH:16]=[CH:15][CH:14]=[CH:13][CH:12]=1.C[Si](C(F)(F)F)(C)C. (4) Given the product [NH2:19][C@H:2]([CH2:8][C:9]1[CH:14]=[CH:13][CH:12]=[CH:11][CH:10]=1)[CH2:3][C:4]([O:6][CH3:7])=[O:5], predict the reactants needed to synthesize it. The reactants are: O=[C:2]([CH2:8][C:9]1[CH:14]=[CH:13][CH:12]=[CH:11][CH:10]=1)[CH2:3][C:4]([O:6][CH3:7])=[O:5].C([O-])(=O)C.[NH4+:19]. (5) Given the product [CH2:1]([O:8][C:9]1[CH:10]=[C:11]([C:16](/[CH:21]=[CH:20]/[O:22][CH2:23][CH3:24])=[CH:17][N:18]=1)[C:12]([O:14][CH3:15])=[O:13])[C:2]1[CH:7]=[CH:6][CH:5]=[CH:4][CH:3]=1, predict the reactants needed to synthesize it. The reactants are: [CH2:1]([O:8][C:9]1[CH:10]=[C:11]([C:16](Br)=[CH:17][N:18]=1)[C:12]([O:14][CH3:15])=[O:13])[C:2]1[CH:7]=[CH:6][CH:5]=[CH:4][CH:3]=1.[CH2:20]([O:22]/[CH:23]=[CH:24]/B1OC(C)(C)C(C)(C)O1)[CH3:21].C([O-])([O-])=O.[Na+].[Na+].